Dataset: Catalyst prediction with 721,799 reactions and 888 catalyst types from USPTO. Task: Predict which catalyst facilitates the given reaction. (1) Reactant: C([O:3][C:4]([CH:6]1[CH2:11][N:10]([CH2:12][C:13]2[CH:18]=[CH:17][CH:16]=[CH:15][CH:14]=2)[C:9]2[CH:19]=[C:20]([Cl:23])[CH:21]=[CH:22][C:8]=2[O:7]1)=[O:5])C.O.[Li+].[OH-]. Product: [CH2:12]([N:10]1[C:9]2[CH:19]=[C:20]([Cl:23])[CH:21]=[CH:22][C:8]=2[O:7][CH:6]([C:4]([OH:5])=[O:3])[CH2:11]1)[C:13]1[CH:14]=[CH:15][CH:16]=[CH:17][CH:18]=1. The catalyst class is: 1. (2) Reactant: [CH:1]([C:3]1[C:4]([OH:22])=[CH:5][C:6]([N:9]2[CH2:14][CH2:13][N:12]([C:15]([O:17][C:18]([CH3:21])([CH3:20])[CH3:19])=[O:16])[CH2:11][CH2:10]2)=[N:7][CH:8]=1)=O.[CH3:23][C:24]1[CH:29]=[CH:28][N:27]2[CH:30]=[C:31]([CH2:33][C:34](OCC)=[O:35])[N:32]=[C:26]2[CH:25]=1.N1CCCCC1.C(O)(=O)C. Product: [CH3:23][C:24]1[CH:29]=[CH:28][N:27]2[CH:30]=[C:31]([C:33]3[C:34](=[O:35])[O:22][C:4]4[CH:5]=[C:6]([N:9]5[CH2:10][CH2:11][N:12]([C:15]([O:17][C:18]([CH3:19])([CH3:21])[CH3:20])=[O:16])[CH2:13][CH2:14]5)[N:7]=[CH:8][C:3]=4[CH:1]=3)[N:32]=[C:26]2[CH:25]=1. The catalyst class is: 88.